Dataset: NCI-60 drug combinations with 297,098 pairs across 59 cell lines. Task: Regression. Given two drug SMILES strings and cell line genomic features, predict the synergy score measuring deviation from expected non-interaction effect. (1) Drug 1: C1=CC(=CC=C1CC(C(=O)O)N)N(CCCl)CCCl.Cl. Drug 2: CCN(CC)CCNC(=O)C1=C(NC(=C1C)C=C2C3=C(C=CC(=C3)F)NC2=O)C. Cell line: BT-549. Synergy scores: CSS=-3.27, Synergy_ZIP=-0.791, Synergy_Bliss=-0.283, Synergy_Loewe=-4.73, Synergy_HSA=-4.25. (2) Drug 1: CC1=C2C(C(=O)C3(C(CC4C(C3C(C(C2(C)C)(CC1OC(=O)C(C(C5=CC=CC=C5)NC(=O)OC(C)(C)C)O)O)OC(=O)C6=CC=CC=C6)(CO4)OC(=O)C)OC)C)OC. Drug 2: CN(C)C1=NC(=NC(=N1)N(C)C)N(C)C. Cell line: HOP-62. Synergy scores: CSS=38.5, Synergy_ZIP=4.84, Synergy_Bliss=4.55, Synergy_Loewe=-26.3, Synergy_HSA=1.36.